This data is from Full USPTO retrosynthesis dataset with 1.9M reactions from patents (1976-2016). The task is: Predict the reactants needed to synthesize the given product. (1) The reactants are: [CH:1]1([O:6][C:7](=[O:46])[C@@H:8]([NH:38]C(OC(C)(C)C)=O)[CH2:9][CH2:10][O:11][C:12]2[CH:21]=[C:20]3[C:15]([C:16]([NH:29][C:30]4[CH:34]=[C:33]([CH3:35])[NH:32][N:31]=4)=[N:17][C:18]([S:22][C:23]4[CH:28]=[CH:27][CH:26]=[CH:25][CH:24]=4)=[N:19]3)=[CH:14][C:13]=2[O:36][CH3:37])[CH2:5][CH2:4][CH2:3][CH2:2]1.Cl. Given the product [CH:1]1([O:6][C:7](=[O:46])[C@@H:8]([NH2:38])[CH2:9][CH2:10][O:11][C:12]2[CH:21]=[C:20]3[C:15]([C:16]([NH:29][C:30]4[CH:34]=[C:33]([CH3:35])[NH:32][N:31]=4)=[N:17][C:18]([S:22][C:23]4[CH:28]=[CH:27][CH:26]=[CH:25][CH:24]=4)=[N:19]3)=[CH:14][C:13]=2[O:36][CH3:37])[CH2:5][CH2:4][CH2:3][CH2:2]1, predict the reactants needed to synthesize it. (2) Given the product [CH2:1]([O:8][C:9]1[CH:18]=[C:17]2[C:12]([C:13]([Cl:25])=[C:14]([Br:19])[CH:15]=[N:16]2)=[CH:11][C:10]=1[O:21][CH3:22])[C:2]1[CH:7]=[CH:6][CH:5]=[CH:4][CH:3]=1, predict the reactants needed to synthesize it. The reactants are: [CH2:1]([O:8][C:9]1[CH:18]=[C:17]2[C:12]([C:13](=O)[C:14]([Br:19])=[CH:15][NH:16]2)=[CH:11][C:10]=1[O:21][CH3:22])[C:2]1[CH:7]=[CH:6][CH:5]=[CH:4][CH:3]=1.P(Cl)(Cl)([Cl:25])=O.